This data is from Catalyst prediction with 721,799 reactions and 888 catalyst types from USPTO. The task is: Predict which catalyst facilitates the given reaction. Reactant: [OH:1][C:2]([C:5]1[C:13]2[C:8](=[CH:9][C:10]([C:14]([O:16]C)=[O:15])=[CH:11][CH:12]=2)[N:7]([C:18]2[CH:22]=[CH:21][S:20][CH:19]=2)[N:6]=1)([CH3:4])[CH3:3].CO.[OH-].[Na+]. Product: [OH:1][C:2]([C:5]1[C:13]2[C:8](=[CH:9][C:10]([C:14]([OH:16])=[O:15])=[CH:11][CH:12]=2)[N:7]([C:18]2[CH:22]=[CH:21][S:20][CH:19]=2)[N:6]=1)([CH3:3])[CH3:4]. The catalyst class is: 7.